From a dataset of Full USPTO retrosynthesis dataset with 1.9M reactions from patents (1976-2016). Predict the reactants needed to synthesize the given product. (1) Given the product [Cl:3][C:4]1[N:13]=[CH:12][C:11]2[N:10]([CH2:19][C:20]([O:22][C:23]([CH3:26])([CH3:25])[CH3:24])=[O:21])[CH2:9][C@@H:8]3[CH2:14][O:15][CH2:16][CH2:17][N:7]3[C:6]=2[N:5]=1, predict the reactants needed to synthesize it. The reactants are: [H-].[Na+].[Cl:3][C:4]1[N:13]=[CH:12][C:11]2[NH:10][CH2:9][C@@H:8]3[CH2:14][O:15][CH2:16][CH2:17][N:7]3[C:6]=2[N:5]=1.Br[CH2:19][C:20]([O:22][C:23]([CH3:26])([CH3:25])[CH3:24])=[O:21].O. (2) The reactants are: [O:1]1[CH2:6][CH2:5][N:4]([C:7]2[CH:13]=[CH:12][C:10]([NH2:11])=[CH:9][CH:8]=2)[CH2:3][CH2:2]1.CCOC(C)=O.Cl[C:21]1[C:30]2[C:25](=[CH:26][CH:27]=[C:28]([I:31])[CH:29]=2)[N:24]=[CH:23][C:22]=1[C:32]#[N:33].C([O-])([O-])=O.[Na+].[Na+]. Given the product [I:31][C:28]1[CH:29]=[C:30]2[C:25](=[CH:26][CH:27]=1)[N:24]=[CH:23][C:22]([C:32]#[N:33])=[C:21]2[NH:11][C:10]1[CH:12]=[CH:13][C:7]([N:4]2[CH2:3][CH2:2][O:1][CH2:6][CH2:5]2)=[CH:8][CH:9]=1, predict the reactants needed to synthesize it. (3) Given the product [CH:9]1([NH:17][C:18]2[S:19][CH:2]([CH:6]([CH3:8])[CH3:7])[C:3](=[O:4])[N:20]=2)[CH2:16][CH2:15][CH2:14][CH2:13][CH2:12][CH2:11][CH2:10]1, predict the reactants needed to synthesize it. The reactants are: Br[CH:2]([CH:6]([CH3:8])[CH3:7])[C:3](O)=[O:4].[CH:9]1([NH:17][C:18]([NH2:20])=[S:19])[CH2:16][CH2:15][CH2:14][CH2:13][CH2:12][CH2:11][CH2:10]1.